From a dataset of Catalyst prediction with 721,799 reactions and 888 catalyst types from USPTO. Predict which catalyst facilitates the given reaction. (1) Reactant: [CH3:1][C:2]1[N:7]=[CH:6][C:5]([C:8]2([C:14]([OH:16])=O)[CH2:13][CH2:12][O:11][CH2:10][CH2:9]2)=[CH:4][N:3]=1.Cl.[CH3:18][NH:19][O:20][CH3:21].C1C=CC2N(O)N=NC=2C=1.CCN=C=NCCCN(C)C.Cl.CCN(C(C)C)C(C)C. Product: [CH3:21][O:20][N:19]([CH3:18])[C:14]([C:8]1([C:5]2[CH:6]=[N:7][C:2]([CH3:1])=[N:3][CH:4]=2)[CH2:9][CH2:10][O:11][CH2:12][CH2:13]1)=[O:16]. The catalyst class is: 18. (2) The catalyst class is: 1. Reactant: [CH3:1][O:2][CH2:3][C:4]1[CH:5]=[CH:6][CH:7]=[C:8]2[C:13]=1[N:12]=[C:11]([NH:14][C:15](=[O:17])[CH3:16])[N:10]=[C:9]2[N:18]1C=NN=C1.[OH:23][CH2:24][C:25]([NH:27]N)=[O:26].C(N(C(C)C)CC)(C)C. Product: [OH:23][CH2:24][C:25]([NH:27][NH:18][C:9]1[C:8]2[C:13](=[C:4]([CH2:3][O:2][CH3:1])[CH:5]=[CH:6][CH:7]=2)[N:12]=[C:11]([NH:14][C:15](=[O:17])[CH3:16])[N:10]=1)=[O:26]. (3) Reactant: [N:1]1[C:10]2[C:5](=[CH:6][C:7]([CH:11]([CH3:16])[C:12]([O:14]C)=[O:13])=[CH:8][CH:9]=2)[CH:4]=[CH:3][CH:2]=1.O.[OH-].[Li+]. Product: [N:1]1[C:10]2[C:5](=[CH:6][C:7]([CH:11]([CH3:16])[C:12]([OH:14])=[O:13])=[CH:8][CH:9]=2)[CH:4]=[CH:3][CH:2]=1. The catalyst class is: 5. (4) Reactant: [CH:1]1([S:6][C:7]2[CH:8]=[C:9]([CH:41]=[CH:42][CH:43]=2)[CH2:10][O:11][CH2:12][CH2:13][O:14][C:15]2[CH:20]=[CH:19][C:18]([CH2:21][CH2:22][N:23]3[CH2:27][C@@H:26]([C:28]4[CH:39]=[CH:38][C:31]5[O:32][C:33]([CH3:37])([CH3:36])[O:34][CH2:35][C:30]=5[CH:29]=4)[O:25][C:24]3=[O:40])=[CH:17][CH:16]=2)[CH2:5][CH2:4][CH2:3][CH2:2]1.I([O-])(=O)(=O)=[O:45].[Na+]. Product: [CH:1]1([S:6]([C:7]2[CH:8]=[C:9]([CH:41]=[CH:42][CH:43]=2)[CH2:10][O:11][CH2:12][CH2:13][O:14][C:15]2[CH:20]=[CH:19][C:18]([CH2:21][CH2:22][N:23]3[CH2:27][C@@H:26]([C:28]4[CH:39]=[CH:38][C:31]5[O:32][C:33]([CH3:37])([CH3:36])[O:34][CH2:35][C:30]=5[CH:29]=4)[O:25][C:24]3=[O:40])=[CH:17][CH:16]=2)=[O:45])[CH2:2][CH2:3][CH2:4][CH2:5]1. The catalyst class is: 88. (5) Reactant: [N:1]([CH:4]([CH2:9][C:10]1[C:15]([N+:16]([O-])=O)=[CH:14][CH:13]=[CH:12][C:11]=1[N+:19]([O-])=O)[C:5]([O:7]C)=O)=[N+]=[N-].C1COCC1.C1(P(C2C=CC=CC=2)C2C=CC=CC=2)C=CC=CC=1.[C:46]([O:50][C:51](O[C:51]([O:50][C:46]([CH3:49])([CH3:48])[CH3:47])=[O:52])=[O:52])([CH3:49])([CH3:48])[CH3:47]. Product: [NH2:19][C:11]1[CH:12]=[CH:13][CH:14]=[C:15]2[C:10]=1[CH2:9][CH:4]([NH:1][C:51](=[O:52])[O:50][C:46]([CH3:49])([CH3:48])[CH3:47])[C:5](=[O:7])[NH:16]2. The catalyst class is: 6.